The task is: Predict the reaction yield, written as a fraction of the theoretical maximum amount of product (1.0 means a 100% yield; for example, 0.34 means a 34% yield).. This data is from Reaction yield outcomes from USPTO patents with 853,638 reactions. (1) The reactants are [CH3:1][C:2](=[CH2:35])[CH2:3][C@:4]1([C:29]2[CH:34]=[CH:33][CH:32]=[CH:31][CH:30]=2)[CH2:10][CH2:9][CH2:8][N:7]([C@H:11]([C:13]2[CH:18]=[CH:17][C:16]([B:19]3[O:23][C:22]([CH3:25])([CH3:24])[C:21]([CH3:27])([CH3:26])[O:20]3)=[CH:15][CH:14]=2)[CH3:12])[C:6](=[O:28])[NH:5]1.C1([SiH3])C=CC=CC=1.C([OH:46])(C)C.C(Cl)Cl. The catalyst is [Co]. The product is [OH:46][C:2]([CH3:1])([CH3:35])[CH2:3][C@:4]1([C:29]2[CH:30]=[CH:31][CH:32]=[CH:33][CH:34]=2)[CH2:10][CH2:9][CH2:8][N:7]([C@H:11]([C:13]2[CH:18]=[CH:17][C:16]([B:19]3[O:20][C:21]([CH3:26])([CH3:27])[C:22]([CH3:24])([CH3:25])[O:23]3)=[CH:15][CH:14]=2)[CH3:12])[C:6](=[O:28])[NH:5]1. The yield is 0.600. (2) The reactants are [C:1]1([NH2:8])[CH:6]=[CH:5][CH:4]=[CH:3][C:2]=1[NH2:7].CCN(CC)CC.Br[CH2:17][C:18](OCC)=[O:19]. The catalyst is CN(C=O)C. The product is [NH:7]1[C:2]2[C:1](=[CH:6][CH:5]=[CH:4][CH:3]=2)[NH:8][CH2:17][C:18]1=[O:19]. The yield is 0.380. (3) The reactants are [I:1][C:2]1[CH:3]=[C:4]([NH2:28])[C:5]([NH:8][CH2:9][C:10]2[CH:15]=[CH:14][C:13]([O:16][CH2:17][C:18]3[CH:19]=[N:20][C:21]([O:24][CH3:25])=[CH:22][CH:23]=3)=[C:12]([O:26][CH3:27])[CH:11]=2)=[N:6][CH:7]=1.[CH:29](OCC)(OCC)OCC. The catalyst is C(O)C.O.C1(C)C=CC(S(O)(=O)=O)=CC=1. The product is [I:1][C:2]1[CH:3]=[C:4]2[N:28]=[CH:29][N:8]([CH2:9][C:10]3[CH:15]=[CH:14][C:13]([O:16][CH2:17][C:18]4[CH:19]=[N:20][C:21]([O:24][CH3:25])=[CH:22][CH:23]=4)=[C:12]([O:26][CH3:27])[CH:11]=3)[C:5]2=[N:6][CH:7]=1. The yield is 0.870. (4) The reactants are [CH3:1][O:2][C:3]1[CH:8]=[CH:7][C:6]([SH:9])=[CH:5][CH:4]=1.Cl.Cl[CH2:12][CH2:13][NH2:14].C([O-])([O-])=O.[K+].[K+].C(N(C(C)C)CC)(C)C. The catalyst is C1COCC1. The product is [CH3:1][O:2][C:3]1[CH:8]=[CH:7][C:6]([S:9][CH2:12][CH2:13][NH2:14])=[CH:5][CH:4]=1. The yield is 0.970. (5) The reactants are [F:1][C:2]1[CH:11]=[CH:10][C:5]([C:6]([O:8]C)=O)=[CH:4][C:3]=1[NH:12][C:13]([O:15][CH2:16][CH:17]=[CH2:18])=[O:14].[Li+].C[Si]([N-][Si](C)(C)C)(C)C.[Cl:29][C:30]1[N:35]=[C:34]([CH3:36])[CH:33]=[CH:32][N:31]=1. The catalyst is C1COCC1. The product is [Cl:29][C:30]1[N:35]=[C:34]([CH2:36][C:6]([C:5]2[CH:10]=[CH:11][C:2]([F:1])=[C:3]([NH:12][C:13](=[O:14])[O:15][CH2:16][CH:17]=[CH2:18])[CH:4]=2)=[O:8])[CH:33]=[CH:32][N:31]=1. The yield is 0.816.